This data is from Reaction yield outcomes from USPTO patents with 853,638 reactions. The task is: Predict the reaction yield, written as a fraction of the theoretical maximum amount of product (1.0 means a 100% yield; for example, 0.34 means a 34% yield). (1) The reactants are Cl.[NH:2]1[CH2:7][CH2:6][O:5][CH:4]([CH2:8][N:9]2[C:13]3[CH:14]=[CH:15][CH:16]=[CH:17][C:12]=3[N:11]([C:18]3[CH:23]=[CH:22][CH:21]=[CH:20][CH:19]=3)[S:10]2(=[O:25])=[O:24])[CH2:3]1.C=O.[C:28]([BH3-])#N.[Na+].C(=O)(O)[O-].[Na+]. The catalyst is CO.O. The product is [CH3:28][N:2]1[CH2:7][CH2:6][O:5][CH:4]([CH2:8][N:9]2[C:13]3[CH:14]=[CH:15][CH:16]=[CH:17][C:12]=3[N:11]([C:18]3[CH:19]=[CH:20][CH:21]=[CH:22][CH:23]=3)[S:10]2(=[O:25])=[O:24])[CH2:3]1. The yield is 0.980. (2) The reactants are [CH3:1][O:2][C:3]1[CH:44]=[CH:43][C:6]([CH2:7][N:8]([CH2:34][C:35]2[CH:40]=[CH:39][C:38]([O:41][CH3:42])=[CH:37][CH:36]=2)[C:9]2[N:14]=[C:13]([CH3:15])[N:12]=[C:11]([C:16]3[C:17]([NH:24][C:25]4[CH:26]=[N:27][C:28]([O:32][CH3:33])=[C:29]([F:31])[CH:30]=4)=[N:18][CH:19]=[C:20]([CH:23]=3)[CH:21]=[O:22])[N:10]=2)=[CH:5][CH:4]=1.CO.[C:47](O)(=[O:49])C.[C-]#N.[Na+]. The catalyst is C1COCC1.[O-2].[O-2].[Mn+4]. The product is [CH3:42][O:41][C:38]1[CH:37]=[CH:36][C:35]([CH2:34][N:8]([CH2:7][C:6]2[CH:5]=[CH:4][C:3]([O:2][CH3:1])=[CH:44][CH:43]=2)[C:9]2[N:14]=[C:13]([CH3:15])[N:12]=[C:11]([C:16]3[C:17]([NH:24][C:25]4[CH:26]=[N:27][C:28]([O:32][CH3:33])=[C:29]([F:31])[CH:30]=4)=[N:18][CH:19]=[C:20]([CH:23]=3)[C:21]([O:49][CH3:47])=[O:22])[N:10]=2)=[CH:40][CH:39]=1. The yield is 0.509.